This data is from Forward reaction prediction with 1.9M reactions from USPTO patents (1976-2016). The task is: Predict the product of the given reaction. (1) Given the reactants [CH3:1][C:2]1[C:11](OS(C(F)(F)F)(=O)=O)=[CH:10][CH:9]=[C:8]2[C:3]=1[CH2:4][CH2:5][N:6]([C:20]([O:22][C:23]([CH3:26])([CH3:25])[CH3:24])=[O:21])[CH2:7]2.[CH3:27][N:28](C=O)C, predict the reaction product. The product is: [C:27]([C:11]1[C:2]([CH3:1])=[C:3]2[C:8](=[CH:9][CH:10]=1)[CH2:7][N:6]([C:20]([O:22][C:23]([CH3:26])([CH3:25])[CH3:24])=[O:21])[CH2:5][CH2:4]2)#[N:28]. (2) Given the reactants [F:1][C:2]([F:39])([F:38])[C:3]1[CH:33]=[C:32]([C:34]([F:37])([F:36])[F:35])[CH:31]=[CH:30][C:4]=1[CH2:5][N:6]1[CH2:11][CH2:10][CH:9](/[CH:12]=[C:13]2/[C:14]([NH:19][CH2:20][CH2:21][O:22][CH2:23][CH2:24][N:25]([CH2:28][CH3:29])[CH2:26][CH3:27])=[N:15][C:16](=[O:18])[S:17]/2)[CH2:8][CH2:7]1.[S:40]([C:44]1[CH:50]=[CH:49][C:47]([CH3:48])=[CH:46][CH:45]=1)([OH:43])(=[O:42])=[O:41], predict the reaction product. The product is: [S:40]([C:44]1[CH:50]=[CH:49][C:47]([CH3:48])=[CH:46][CH:45]=1)([OH:43])(=[O:42])=[O:41].[S:40]([C:44]1[CH:50]=[CH:49][C:47]([CH3:48])=[CH:46][CH:45]=1)([OH:43])(=[O:42])=[O:41].[F:39][C:2]([F:1])([F:38])[C:3]1[CH:33]=[C:32]([C:34]([F:36])([F:37])[F:35])[CH:31]=[CH:30][C:4]=1[CH2:5][N:6]1[CH2:11][CH2:10][CH:9](/[CH:12]=[C:13]2/[C:14]([NH:19][CH2:20][CH2:21][O:22][CH2:23][CH2:24][N:25]([CH2:26][CH3:27])[CH2:28][CH3:29])=[N:15][C:16](=[O:18])[S:17]/2)[CH2:8][CH2:7]1. (3) Given the reactants Br[C:2]1[C:3](=[O:14])[N:4]([CH:9]([CH2:12][CH3:13])[CH2:10][CH3:11])[CH:5]=[C:6]([Br:8])[N:7]=1.Cl.[Br:16][C:17]1[CH:18]=[C:19]([O:26][CH3:27])[CH:20]=[C:21]2[C:25]=1[NH:24][CH2:23][CH2:22]2, predict the reaction product. The product is: [Br:8][C:6]1[N:7]=[C:2]([N:24]2[C:25]3[C:21](=[CH:20][C:19]([O:26][CH3:27])=[CH:18][C:17]=3[Br:16])[CH2:22][CH2:23]2)[C:3](=[O:14])[N:4]([CH:9]([CH2:12][CH3:13])[CH2:10][CH3:11])[CH:5]=1. (4) Given the reactants [OH:1][C:2]1[C:27]([O:28][CH3:29])=[CH:26][C:5]2[C:6]3[N:11]([CH:12]([C:14]([CH3:19])([CH3:18])[CH2:15][O:16][CH3:17])[CH2:13][C:4]=2[CH:3]=1)[CH:10]=[C:9]([C:20]([O:22][CH2:23][CH3:24])=[O:21])[C:8](=[O:25])[CH:7]=3.[C:30](=O)([O-])[O-].[K+].[K+].IC.O, predict the reaction product. The product is: [CH3:30][O:1][C:2]1[C:27]([O:28][CH3:29])=[CH:26][C:5]2[C:6]3[N:11]([CH:12]([C:14]([CH3:18])([CH3:19])[CH2:15][O:16][CH3:17])[CH2:13][C:4]=2[CH:3]=1)[CH:10]=[C:9]([C:20]([O:22][CH2:23][CH3:24])=[O:21])[C:8](=[O:25])[CH:7]=3. (5) Given the reactants [CH:1]([NH2:3])=O.[N+:4]([C:7]1[CH:8]=[C:9]([NH2:16])[C:10](=[CH:14][CH:15]=1)[C:11]([OH:13])=O)([O-:6])=[O:5], predict the reaction product. The product is: [N+:4]([C:7]1[CH:8]=[C:9]2[C:10]([C:11]([OH:13])=[N:3][CH:1]=[N:16]2)=[CH:14][CH:15]=1)([O-:6])=[O:5]. (6) The product is: [CH3:1][O:2][C:3]([C:5]1[C:6]([OH:30])=[C:7]2[C:12](=[C:13]([C:36]3[CH:35]=[N:34][CH:33]=[C:32]([F:31])[CH:37]=3)[N:14]=1)[N:11]([CH2:16][C:17]1[CH:22]=[CH:21][CH:20]=[CH:19][CH:18]=1)[C:10](=[O:23])[C:9]([C:24]1[CH:29]=[CH:28][CH:27]=[CH:26][CH:25]=1)=[CH:8]2)=[O:4]. Given the reactants [CH3:1][O:2][C:3]([C:5]1[C:6]([OH:30])=[C:7]2[C:12](=[C:13](Br)[N:14]=1)[N:11]([CH2:16][C:17]1[CH:22]=[CH:21][CH:20]=[CH:19][CH:18]=1)[C:10](=[O:23])[C:9]([C:24]1[CH:29]=[CH:28][CH:27]=[CH:26][CH:25]=1)=[CH:8]2)=[O:4].[F:31][C:32]1[CH:33]=[N:34][CH:35]=[C:36]([Sn](CCCC)(CCCC)CCCC)[CH:37]=1.CCOC(C)=O.Cl, predict the reaction product.